This data is from Reaction yield outcomes from USPTO patents with 853,638 reactions. The task is: Predict the reaction yield, written as a fraction of the theoretical maximum amount of product (1.0 means a 100% yield; for example, 0.34 means a 34% yield). The reactants are [CH3:1][C:2]1[N:3]([C:8]2[CH:17]=[C:11]3[C:12]([CH3:16])=[N:13][CH2:14][CH2:15][N:10]3[N:9]=2)[C:4]([CH3:7])=[CH:5][CH:6]=1.[BH4-].[Na+]. The catalyst is CO. The product is [CH3:7][C:4]1[N:3]([C:8]2[CH:17]=[C:11]3[CH:12]([CH3:16])[NH:13][CH2:14][CH2:15][N:10]3[N:9]=2)[C:2]([CH3:1])=[CH:6][CH:5]=1. The yield is 0.430.